From a dataset of Reaction yield outcomes from USPTO patents with 853,638 reactions. Predict the reaction yield, written as a fraction of the theoretical maximum amount of product (1.0 means a 100% yield; for example, 0.34 means a 34% yield). (1) The reactants are [CH2:1]([N:8]1[C:16]2[C:11](=[C:12]([OH:17])[CH:13]=[CH:14][CH:15]=2)[C:10]2[CH:18]([C:23]([NH2:25])=[O:24])[CH2:19][CH2:20][CH2:21][CH2:22][C:9]1=2)[C:2]1[CH:7]=[CH:6][CH:5]=[CH:4][CH:3]=1.C([O-])([O-])=O.[Cs+].[Cs+].Br[CH2:33][C:34]([O:36][CH3:37])=[O:35].O. The catalyst is CN(C=O)C.CCOC(C)=O. The product is [CH3:37][O:36][C:34](=[O:35])[CH2:33][O:17][C:12]1[CH:13]=[CH:14][CH:15]=[C:16]2[C:11]=1[C:10]1[CH:18]([C:23](=[O:24])[NH2:25])[CH2:19][CH2:20][CH2:21][CH2:22][C:9]=1[N:8]2[CH2:1][C:2]1[CH:3]=[CH:4][CH:5]=[CH:6][CH:7]=1. The yield is 0.610. (2) The reactants are C([O:8][C:9]1[CH:18]=[C:17]2[C:12]([C:13](=[O:27])[N:14]([CH2:19][O:20][C:21](=[O:26])[C:22]([CH3:25])([CH3:24])[CH3:23])[CH:15]=[N:16]2)=[CH:11][C:10]=1[O:28][CH3:29])C1C=CC=CC=1. The catalyst is [Pd].C(OCC)(=O)C.CN(C=O)C.CO.C(O)(=O)C. The product is [OH:8][C:9]1[CH:18]=[C:17]2[C:12]([C:13](=[O:27])[N:14]([CH2:19][O:20][C:21](=[O:26])[C:22]([CH3:23])([CH3:24])[CH3:25])[CH:15]=[N:16]2)=[CH:11][C:10]=1[O:28][CH3:29]. The yield is 0.800. (3) The reactants are BrC1C=C[C:5](NCC(OC)=O)=[N:6]C=1.[CH2:14]([O:21][C:22]1[CH:23]=[CH:24][CH:25]=[C:26]2[C:30]=1[N:29]([CH3:31])[CH:28]=[C:27]2[CH:32]=O)[C:15]1[CH:20]=[CH:19][CH:18]=[CH:17][CH:16]=1.CN1C2C(=CC=CC=2)C(C)=C1C=O. No catalyst specified. The product is [CH2:14]([O:21][C:22]1[CH:23]=[CH:24][CH:25]=[C:26]2[C:30]=1[N:29]([CH3:31])[CH:28]=[C:27]2[CH2:32][NH:6][CH3:5])[C:15]1[CH:20]=[CH:19][CH:18]=[CH:17][CH:16]=1. The yield is 0.880. (4) The reactants are C(N(CC)CC)C.[NH2:8][CH2:9][C:10]1([CH2:13][N:14]2[C:22]3[C:17](=[CH:18][CH:19]=[C:20]([C:23]([O:25][CH2:26][CH3:27])=[O:24])[CH:21]=3)[CH:16]=[C:15]2[C:28]([O:30]CC)=O)[CH2:12][CH2:11]1.C([O-])([O-])=O.[K+].[K+]. The catalyst is C(O)C. The product is [O:30]=[C:28]1[C:15]2=[CH:16][C:17]3[CH:18]=[CH:19][C:20]([C:23]([O:25][CH2:26][CH3:27])=[O:24])=[CH:21][C:22]=3[N:14]2[CH2:13][C:10]2([CH2:12][CH2:11]2)[CH2:9][NH:8]1. The yield is 0.310. (5) The reactants are C1(P(C2C=CC=CC=2)C2C=CC=CC=2)C=CC=CC=1.ClCCl.C1(C)C=CC=CC=1.CCOC(/N=N/C(OCC)=O)=O.O[CH2:43][CH2:44][O:45][CH2:46][C:47](=[O:63])[O:48][CH2:49][CH2:50][O:51][CH2:52][C:53](=[O:62])[O:54][CH2:55][CH2:56][O:57][CH2:58][C:59]([OH:61])=[O:60]. The catalyst is C1(C)C=CC=CC=1. The product is [O:60]1[CH2:43][CH2:44][O:45][CH2:46][C:47](=[O:63])[O:48][CH2:49][CH2:50][O:51][CH2:52][C:53](=[O:62])[O:54][CH2:55][CH2:56][O:57][CH2:58][C:59]1=[O:61]. The yield is 0.600. (6) The reactants are [C:9](O[C:9]([O:11][C:12]([CH3:15])([CH3:14])[CH3:13])=[O:10])([O:11][C:12]([CH3:15])([CH3:14])[CH3:13])=[O:10].[C:16]([N:19]1[C:28]2[C:23](=[C:24]([NH:47][C:48]3[CH:53]=[CH:52][CH:51]=[CH:50][CH:49]=3)[C:25]([C:29]3[CH:30]=[N:31][N:32]([CH:34]4[CH2:39][CH2:38][N:37]([C:40]([O:42][C:43]([CH3:46])([CH3:45])[CH3:44])=[O:41])[CH2:36][CH2:35]4)[CH:33]=3)=[CH:26][CH:27]=2)[CH2:22][CH2:21][C@@H:20]1[CH3:54])(=[O:18])[CH3:17].C(N1C2C(=CC(C3C=NN(C4CCN(C(OC(C)(C)C)=O)CC4)C=3)=CC=2)CC[C@@H]1C)(=O)C. The catalyst is CN(C1C=CN=CC=1)C.C1COCC1. The product is [C:16]([N:19]1[C:28]2[C:23](=[C:24]([N:47]([C:9]([O:11][C:12]([CH3:13])([CH3:14])[CH3:15])=[O:10])[C:48]3[CH:49]=[CH:50][CH:51]=[CH:52][CH:53]=3)[C:25]([C:29]3[CH:30]=[N:31][N:32]([CH:34]4[CH2:39][CH2:38][N:37]([C:40]([O:42][C:43]([CH3:46])([CH3:45])[CH3:44])=[O:41])[CH2:36][CH2:35]4)[CH:33]=3)=[CH:26][CH:27]=2)[CH2:22][CH2:21][C@@H:20]1[CH3:54])(=[O:18])[CH3:17]. The yield is 0.800.